The task is: Predict the reactants needed to synthesize the given product.. This data is from Full USPTO retrosynthesis dataset with 1.9M reactions from patents (1976-2016). (1) Given the product [CH2:32]([C:34]1[C:35]([NH:42][C@H:43]2[C@@H:47]([O:48][CH2:61][CH2:60][F:59])[CH2:46][N:45]([C:49]([O:51][CH2:52][C:53]3[CH:58]=[CH:57][CH:56]=[CH:55][CH:54]=3)=[O:50])[CH2:44]2)=[N:36][C:37]([CH2:40][CH3:41])=[CH:38][N:39]=1)[CH3:33], predict the reactants needed to synthesize it. The reactants are: ClC1C=C(Cl)C=CC=1C1N=C(CC)C(N[C@@H]2C3C(=CC=CC=3)C[C@@H]2OCC)=NC=1CC.[CH2:32]([C:34]1[C:35]([NH:42][C@H:43]2[C@@H:47]([OH:48])[CH2:46][N:45]([C:49]([O:51][CH2:52][C:53]3[CH:58]=[CH:57][CH:56]=[CH:55][CH:54]=3)=[O:50])[CH2:44]2)=[N:36][C:37]([CH2:40][CH3:41])=[CH:38][N:39]=1)[CH3:33].[F:59][CH2:60][CH2:61]Br. (2) Given the product [Cl:1][C:2]1[C:7]([N:8]2[CH2:13][CH2:12][CH:11]([C:14]3[CH:19]=[CH:18][CH:17]=[C:16]([Cl:20])[C:15]=3[Cl:21])[CH2:10][CH2:9]2)=[CH:6][N:5]=[N:4][C:3]=1[NH:22][NH:23][C:32](=[O:33])[CH2:31][C:30]([F:36])([F:35])[F:29], predict the reactants needed to synthesize it. The reactants are: [Cl:1][C:2]1[C:7]([N:8]2[CH2:13][CH2:12][CH:11]([C:14]3[CH:19]=[CH:18][CH:17]=[C:16]([Cl:20])[C:15]=3[Cl:21])[CH2:10][CH2:9]2)=[CH:6][N:5]=[N:4][C:3]=1[NH:22][NH2:23].C(=O)(O)[O-].[Na+].[F:29][C:30]([F:36])([F:35])[CH2:31][C:32](Cl)=[O:33]. (3) Given the product [CH2:1]([O:8][C:9]([NH:11][CH2:12][CH2:13][CH2:14][N:15]([C:16]1[CH:21]=[CH:20][CH:19]=[CH:18][C:17]=1[C:22](=[O:38])[CH2:23][CH2:24][CH:25]1[CH2:26][CH2:27][N:28]([C:31]([O:33][C:34]([CH3:35])([CH3:37])[CH3:36])=[O:32])[CH2:29][CH2:30]1)[C:49](=[O:54])[C:50]([O:52][CH3:53])=[O:51])=[O:10])[C:2]1[CH:7]=[CH:6][CH:5]=[CH:4][CH:3]=1, predict the reactants needed to synthesize it. The reactants are: [CH2:1]([O:8][C:9]([NH:11][CH2:12][CH2:13][CH2:14][NH:15][C:16]1[CH:21]=[CH:20][CH:19]=[CH:18][C:17]=1[C:22](=[O:38])[CH2:23][CH2:24][CH:25]1[CH2:30][CH2:29][N:28]([C:31]([O:33][C:34]([CH3:37])([CH3:36])[CH3:35])=[O:32])[CH2:27][CH2:26]1)=[O:10])[C:2]1[CH:7]=[CH:6][CH:5]=[CH:4][CH:3]=1.C(N(C(C)C)CC)(C)C.Cl[C:49](=[O:54])[C:50]([O:52][CH3:53])=[O:51].